This data is from Peptide-MHC class I binding affinity with 185,985 pairs from IEDB/IMGT. The task is: Regression. Given a peptide amino acid sequence and an MHC pseudo amino acid sequence, predict their binding affinity value. This is MHC class I binding data. (1) The MHC is HLA-B40:01 with pseudo-sequence HLA-B40:01. The binding affinity (normalized) is 0.149. The peptide sequence is SMYQLMITI. (2) The peptide sequence is SVNNAEPGKR. The MHC is Mamu-B8301 with pseudo-sequence Mamu-B8301. The binding affinity (normalized) is 0.756. (3) The peptide sequence is TTWCSQTSY. The MHC is HLA-B07:02 with pseudo-sequence HLA-B07:02. The binding affinity (normalized) is 0.